From a dataset of Catalyst prediction with 721,799 reactions and 888 catalyst types from USPTO. Predict which catalyst facilitates the given reaction. (1) Reactant: [CH3:1][C:2]1[C:3]2[N:4]([C:14]([CH:17]=O)=[CH:15][N:16]=2)[CH:5]=[C:6]([C:8]2[CH:9]=[N:10][CH:11]=[CH:12][CH:13]=2)[CH:7]=1.[CH3:19][NH:20][NH2:21].[CH3:22][C:23]1[CH:28]=[CH:27][C:26]([F:29])=[CH:25][C:24]=1[S:30](Cl)(=[O:32])=[O:31]. Product: [F:29][C:26]1[CH:27]=[CH:28][C:23]([CH3:22])=[C:24]([S:30]([N:20]([CH3:19])/[N:21]=[CH:17]/[C:14]2[N:4]3[CH:5]=[C:6]([C:8]4[CH:9]=[N:10][CH:11]=[CH:12][CH:13]=4)[CH:7]=[C:2]([CH3:1])[C:3]3=[N:16][CH:15]=2)(=[O:32])=[O:31])[CH:25]=1. The catalyst class is: 8. (2) Reactant: Cl[C:2]1[N:7]=[C:6]([NH:8][C@@H:9]2[CH2:14][CH2:13][CH2:12][CH2:11][C@@H:10]2[NH:15][C:16](=[O:22])[O:17][C:18]([CH3:21])([CH3:20])[CH3:19])[CH:5]=[N:4][C:3]=1[C:23]#[N:24].[CH3:25][N:26]1[C:34]2[CH:33]=[CH:32][CH:31]=[C:30]([NH2:35])[C:29]=2[CH:28]=[CH:27]1.C([O-])([O-])=O.[K+].[K+].C1C=CC(P(C2C(C3C(P(C4C=CC=CC=4)C4C=CC=CC=4)=CC=C4C=3C=CC=C4)=C3C(C=CC=C3)=CC=2)C2C=CC=CC=2)=CC=1. Product: [C:23]([C:3]1[N:4]=[CH:5][C:6]([NH:8][C@@H:9]2[CH2:14][CH2:13][CH2:12][CH2:11][C@@H:10]2[NH:15][C:16](=[O:22])[O:17][C:18]([CH3:21])([CH3:20])[CH3:19])=[N:7][C:2]=1[NH:35][C:30]1[CH:31]=[CH:32][CH:33]=[C:34]2[C:29]=1[CH:28]=[CH:27][N:26]2[CH3:25])#[N:24]. The catalyst class is: 231. (3) Reactant: [NH2:1][C:2]1[N:7]=[CH:6][N:5]=[C:4]2[N:8]([C@@H:24]3[CH2:29][CH2:28][CH2:27][N:26]([C:30](=[O:34])[CH2:31][C:32]#[N:33])[CH2:25]3)[N:9]=[C:10]([C:11]3[CH:16]=[CH:15][C:14]([O:17][C:18]4[CH:23]=[CH:22][CH:21]=[CH:20][CH:19]=4)=[CH:13][CH:12]=3)[C:3]=12.N1[CH2:40][CH2:39][CH2:38][CH2:37]C1.C1(C=O)CC1. Product: [NH2:1][C:2]1[N:7]=[CH:6][N:5]=[C:4]2[N:8]([C@@H:24]3[CH2:29][CH2:28][CH2:27][N:26]([C:30]([C:31](=[CH:37][CH:38]4[CH2:40][CH2:39]4)[C:32]#[N:33])=[O:34])[CH2:25]3)[N:9]=[C:10]([C:11]3[CH:12]=[CH:13][C:14]([O:17][C:18]4[CH:19]=[CH:20][CH:21]=[CH:22][CH:23]=4)=[CH:15][CH:16]=3)[C:3]=12. The catalyst class is: 5. (4) Reactant: C[O:2][C:3](=[O:37])[CH2:4][CH2:5][NH:6][C:7]([C:9]1[S:10][C:11]([CH:14]([O:19][C:20]2[CH:25]=[CH:24][C:23]([C:26]3[CH:31]=[CH:30][C:29]([C:32]([F:35])([F:34])[F:33])=[CH:28][CH:27]=3)=[C:22]([CH3:36])[CH:21]=2)[C:15]([CH3:18])([CH3:17])[CH3:16])=[CH:12][CH:13]=1)=[O:8].[OH-].[Na+].Cl. Product: [CH3:16][C:15]([CH3:18])([CH3:17])[CH:14]([C:11]1[S:10][C:9]([C:7]([NH:6][CH2:5][CH2:4][C:3]([OH:37])=[O:2])=[O:8])=[CH:13][CH:12]=1)[O:19][C:20]1[CH:25]=[CH:24][C:23]([C:26]2[CH:27]=[CH:28][C:29]([C:32]([F:33])([F:34])[F:35])=[CH:30][CH:31]=2)=[C:22]([CH3:36])[CH:21]=1. The catalyst class is: 5.